From a dataset of NCI-60 drug combinations with 297,098 pairs across 59 cell lines. Regression. Given two drug SMILES strings and cell line genomic features, predict the synergy score measuring deviation from expected non-interaction effect. (1) Synergy scores: CSS=54.3, Synergy_ZIP=4.45, Synergy_Bliss=4.24, Synergy_Loewe=-28.7, Synergy_HSA=4.14. Cell line: MDA-MB-435. Drug 1: CC1=CC=C(C=C1)C2=CC(=NN2C3=CC=C(C=C3)S(=O)(=O)N)C(F)(F)F. Drug 2: CC1CCCC2(C(O2)CC(NC(=O)CC(C(C(=O)C(C1O)C)(C)C)O)C(=CC3=CSC(=N3)C)C)C. (2) Drug 1: CC1C(C(CC(O1)OC2CC(OC(C2O)C)OC3=CC4=CC5=C(C(=O)C(C(C5)C(C(=O)C(C(C)O)O)OC)OC6CC(C(C(O6)C)O)OC7CC(C(C(O7)C)O)OC8CC(C(C(O8)C)O)(C)O)C(=C4C(=C3C)O)O)O)O. Drug 2: CC1C(C(CC(O1)OC2CC(CC3=C2C(=C4C(=C3O)C(=O)C5=C(C4=O)C(=CC=C5)OC)O)(C(=O)CO)O)N)O.Cl. Cell line: LOX IMVI. Synergy scores: CSS=35.1, Synergy_ZIP=-0.125, Synergy_Bliss=0.842, Synergy_Loewe=-13.5, Synergy_HSA=0.146. (3) Drug 1: CC1OCC2C(O1)C(C(C(O2)OC3C4COC(=O)C4C(C5=CC6=C(C=C35)OCO6)C7=CC(=C(C(=C7)OC)O)OC)O)O. Drug 2: C1=CC=C(C(=C1)C(C2=CC=C(C=C2)Cl)C(Cl)Cl)Cl. Cell line: RXF 393. Synergy scores: CSS=25.9, Synergy_ZIP=-5.15, Synergy_Bliss=2.32, Synergy_Loewe=-12.3, Synergy_HSA=1.94. (4) Drug 1: C1C(C(OC1N2C=C(C(=O)NC2=O)F)CO)O. Drug 2: CC1CCCC2(C(O2)CC(NC(=O)CC(C(C(=O)C(C1O)C)(C)C)O)C(=CC3=CSC(=N3)C)C)C. Cell line: UACC62. Synergy scores: CSS=46.8, Synergy_ZIP=0.402, Synergy_Bliss=-0.345, Synergy_Loewe=2.52, Synergy_HSA=3.85. (5) Drug 1: CC1=C(C=C(C=C1)C(=O)NC2=CC(=CC(=C2)C(F)(F)F)N3C=C(N=C3)C)NC4=NC=CC(=N4)C5=CN=CC=C5. Drug 2: COCCOC1=C(C=C2C(=C1)C(=NC=N2)NC3=CC=CC(=C3)C#C)OCCOC.Cl. Cell line: COLO 205. Synergy scores: CSS=-11.2, Synergy_ZIP=10.1, Synergy_Bliss=4.47, Synergy_Loewe=-14.8, Synergy_HSA=-14.3. (6) Drug 1: CC1=C(C=C(C=C1)NC2=NC=CC(=N2)N(C)C3=CC4=NN(C(=C4C=C3)C)C)S(=O)(=O)N.Cl. Drug 2: C1=CN(C=N1)CC(O)(P(=O)(O)O)P(=O)(O)O. Cell line: TK-10. Synergy scores: CSS=10.5, Synergy_ZIP=-1.21, Synergy_Bliss=2.52, Synergy_Loewe=-20.8, Synergy_HSA=2.34. (7) Drug 1: C1=C(C(=O)NC(=O)N1)F. Drug 2: C1=CC=C(C=C1)NC(=O)CCCCCCC(=O)NO. Cell line: HOP-62. Synergy scores: CSS=44.6, Synergy_ZIP=-0.117, Synergy_Bliss=0.743, Synergy_Loewe=4.26, Synergy_HSA=4.21. (8) Drug 1: CC(C1=C(C=CC(=C1Cl)F)Cl)OC2=C(N=CC(=C2)C3=CN(N=C3)C4CCNCC4)N. Drug 2: C1=CC(=CC=C1CCC2=CNC3=C2C(=O)NC(=N3)N)C(=O)NC(CCC(=O)O)C(=O)O. Cell line: RXF 393. Synergy scores: CSS=8.39, Synergy_ZIP=-0.649, Synergy_Bliss=-1.78, Synergy_Loewe=-5.62, Synergy_HSA=-0.558.